Dataset: Forward reaction prediction with 1.9M reactions from USPTO patents (1976-2016). Task: Predict the product of the given reaction. (1) The product is: [CH3:20][C:19]1[O:21][C:5]([C:6]2[CH:11]=[CH:10][C:9]([Br:12])=[CH:8][N:7]=2)=[N:4][N:3]=1. Given the reactants N1[C:5]([C:6]2[CH:11]=[CH:10][C:9]([Br:12])=[CH:8][N:7]=2)=[N:4][N:3]=N1.N1C=CC=CC=1.[C:19](OCC)(=[O:21])[CH3:20], predict the reaction product. (2) The product is: [C:17]([O:21][C:22](=[O:23])[C:24]1[CH:25]=[CH:26][CH:27]=[C:28]([C:2]2[C:7]([CH3:8])=[CH:6][CH:5]=[CH:4][N:3]=2)[CH:29]=1)([CH3:20])([CH3:18])[CH3:19]. Given the reactants Br[C:2]1[C:7]([CH3:8])=[CH:6][CH:5]=[CH:4][N:3]=1.C([O-])([O-])=O.[K+].[K+].N#N.[C:17]([O:21][C:22]([C:24]1[CH:25]=[C:26](B(O)O)[CH:27]=[CH:28][CH:29]=1)=[O:23])([CH3:20])([CH3:19])[CH3:18].C(Cl)Cl.CS(O)(=O)=O.[OH-].[Na+], predict the reaction product. (3) Given the reactants [CH3:1][C@H:2]1[NH:7][CH2:6][C@@H:5]([CH2:8][OH:9])[O:4][CH2:3]1.[Cl:10][C:11]1[CH:16]=[C:15](Cl)[N:14]=[C:13]([NH:18][CH3:19])[N:12]=1.C([O-])([O-])=O.[K+].[K+].Cl, predict the reaction product. The product is: [Cl:10][C:11]1[N:12]=[C:13]([NH:18][CH3:19])[N:14]=[C:15]([N:7]2[C@H:2]([CH3:1])[CH2:3][O:4][C@H:5]([CH2:8][OH:9])[CH2:6]2)[CH:16]=1.